From a dataset of Reaction yield outcomes from USPTO patents with 853,638 reactions. Predict the reaction yield, written as a fraction of the theoretical maximum amount of product (1.0 means a 100% yield; for example, 0.34 means a 34% yield). (1) The reactants are [CH2:1]([N:4]1[CH2:13][CH:12]2[C:14]3[CH:15]=[CH:16][C:17]([O:23]C)=[C:18]([O:21]C)[C:19]=3[O:20][C:10]3[C:11]2=[C:6]([CH:7]=[CH:8][CH:9]=3)[CH2:5]1)[CH:2]=[CH2:3].B(Br)(Br)Br.CO. The catalyst is ClCCl. The product is [CH2:1]([N:4]1[CH2:13][CH:12]2[C:14]3[CH:15]=[CH:16][C:17]([OH:23])=[C:18]([OH:21])[C:19]=3[O:20][C:10]3[C:11]2=[C:6]([CH:7]=[CH:8][CH:9]=3)[CH2:5]1)[CH:2]=[CH2:3]. The yield is 0.610. (2) The catalyst is CS(C)=O.C(OC(=O)C)(=O)C.C(OCC)C. The reactants are [CH2:1]([O:8][C@@H:9]1[C@@H:21]([O:22][CH2:23][C:24]2[CH:29]=[CH:28][C:27]([O:30][CH3:31])=[CH:26][CH:25]=2)[C@@H:20]([OH:32])[C@@H:19]([CH2:33][O:34][Si:35]([C:38]([CH3:41])([CH3:40])[CH3:39])([CH3:37])[CH3:36])[O:18][C@H:10]1[O:11][CH2:12][CH2:13][Si:14]([CH3:17])([CH3:16])[CH3:15])[C:2]1[CH:7]=[CH:6][CH:5]=[CH:4][CH:3]=1. The yield is 1.00. The product is [CH2:1]([O:8][C@@H:9]1[C@@H:21]([O:22][CH2:23][C:24]2[CH:29]=[CH:28][C:27]([O:30][CH3:31])=[CH:26][CH:25]=2)[C:20](=[O:32])[C@@H:19]([CH2:33][O:34][Si:35]([C:38]([CH3:41])([CH3:40])[CH3:39])([CH3:37])[CH3:36])[O:18][C@H:10]1[O:11][CH2:12][CH2:13][Si:14]([CH3:15])([CH3:17])[CH3:16])[C:2]1[CH:3]=[CH:4][CH:5]=[CH:6][CH:7]=1. (3) The reactants are CC1C=CC(S(O[C:12]2[C:17]([N+:18]([O-:20])=[O:19])=[C:16]([C:21]3[O:22][CH:23]=[CH:24][CH:25]=3)[N:15]=[C:14]([NH2:26])[N:13]=2)(=O)=O)=CC=1.C(N(CC)CC)C.[N:34]1[CH:39]=[CH:38][CH:37]=[CH:36][C:35]=1[CH2:40][NH2:41].O. The catalyst is C(COC)OC. The product is [O:22]1[CH:23]=[CH:24][CH:25]=[C:21]1[C:16]1[N:15]=[C:14]([NH2:26])[N:13]=[C:12]([NH:41][CH2:40][C:35]2[CH:36]=[CH:37][CH:38]=[CH:39][N:34]=2)[C:17]=1[N+:18]([O-:20])=[O:19]. The yield is 0.690. (4) The reactants are C([O:3][C:4](=O)[C:5]1[C:6](=[C:10]([F:14])[CH:11]=[CH:12][CH:13]=1)[C:7](O)=[O:8])C.C1COCC1.[OH-].[Na+]. The catalyst is C1(C)C=CC=CC=1.[Cl-].[Na+].O. The product is [F:14][C:10]1[CH:11]=[CH:12][CH:13]=[C:5]([CH2:4][OH:3])[C:6]=1[CH2:7][OH:8]. The yield is 0.820. (5) The reactants are [CH3:1][O:2][C:3]1[CH:4]=[C:5]2[C:10](=[CH:11][C:12]=1[O:13][CH3:14])[N:9]=[CH:8][CH:7]=[C:6]2[O:15][C:16]1[CH:22]=[CH:21][C:19]([NH2:20])=[CH:18][CH:17]=1.C(N(CC)CC)C.Cl[C:31](Cl)([O:33]C(=O)OC(Cl)(Cl)Cl)Cl.[O:42]1[CH2:47][CH2:46][N:45]([CH2:48][CH2:49][NH2:50])[CH2:44][CH2:43]1. The catalyst is C(Cl)(Cl)Cl.O. The product is [CH3:1][O:2][C:3]1[CH:4]=[C:5]2[C:10](=[CH:11][C:12]=1[O:13][CH3:14])[N:9]=[CH:8][CH:7]=[C:6]2[O:15][C:16]1[CH:22]=[CH:21][C:19]([NH:20][C:31]([NH:50][CH2:49][CH2:48][N:45]2[CH2:46][CH2:47][O:42][CH2:43][CH2:44]2)=[O:33])=[CH:18][CH:17]=1. The yield is 1.00.